This data is from Forward reaction prediction with 1.9M reactions from USPTO patents (1976-2016). The task is: Predict the product of the given reaction. (1) Given the reactants [C:1]1([CH2:7][S:8]([CH2:11][C@H:12]([O:16][Si:17]([CH:24]([CH3:26])[CH3:25])([CH:21]([CH3:23])[CH3:22])[CH:18]([CH3:20])[CH3:19])[C:13](O)=[O:14])(=[O:10])=[O:9])[CH:6]=[CH:5][CH:4]=[CH:3][CH:2]=1.[CH:27]1[CH:28]=[CH:29][C:30]2N(O)N=[N:33][C:31]=2[CH:32]=1.C(Cl)CCl.[NH2:41][CH:42]([CH2:54][CH3:55])[C@@H:43]([C:45]1[O:46]C2C=CC=CC=2N=1)[OH:44].CN1CCOCC1.CC(OI1(OC(C)=O)(OC(C)=O)OC(=O)C2C=CC=CC1=2)=O.[O-]S([O-])(=S)=O.[Na+].[Na+].C([O-])(O)=O.[Na+], predict the reaction product. The product is: [O:46]1[C:30]2[CH:29]=[CH:28][CH:27]=[CH:32][C:31]=2[N:33]=[C:45]1[C:43]([C@@H:42]([NH:41][C:13](=[O:14])[C@@H:12]([O:16][Si:17]([CH:21]([CH3:23])[CH3:22])([CH:24]([CH3:26])[CH3:25])[CH:18]([CH3:20])[CH3:19])[CH2:11][S:8]([CH2:7][C:1]1[CH:2]=[CH:3][CH:4]=[CH:5][CH:6]=1)(=[O:10])=[O:9])[CH2:54][CH3:55])=[O:44]. (2) Given the reactants [CH2:1]([O:3][C:4]1[CH:9]=[C:8]([N+:10]([O-])=O)[CH:7]=[CH:6][C:5]=1[CH:13]([C:15]1[CH:20]=[C:19]([CH3:21])[CH:18]=[CH:17][N:16]=1)[OH:14])[CH3:2], predict the reaction product. The product is: [NH2:10][C:8]1[CH:7]=[CH:6][C:5]([CH:13]([C:15]2[CH:20]=[C:19]([CH3:21])[CH:18]=[CH:17][N:16]=2)[OH:14])=[C:4]([O:3][CH2:1][CH3:2])[CH:9]=1. (3) The product is: [NH2:1][C:4]1[CH:5]=[CH:6][CH:7]=[C:8]2[C:12]=1[NH:11][CH:10]=[C:9]2[CH:13]([C:20]1[CH:21]=[CH:22][C:23]([C:26]([F:29])([F:27])[F:28])=[CH:24][CH:25]=1)[CH2:14][C:15]([O:17][CH2:18][CH3:19])=[O:16]. Given the reactants [N+:1]([C:4]1[CH:5]=[CH:6][CH:7]=[C:8]2[C:12]=1[NH:11][CH:10]=[C:9]2[CH:13]([C:20]1[CH:25]=[CH:24][C:23]([C:26]([F:29])([F:28])[F:27])=[CH:22][CH:21]=1)[CH2:14][C:15]([O:17][CH2:18][CH3:19])=[O:16])([O-])=O, predict the reaction product. (4) Given the reactants Cl[C:2]1[CH:7]=[C:6]([C:8]([F:11])([F:10])[F:9])[N:5]=[C:4]([C:12]2[CH:17]=[CH:16][CH:15]=[CH:14][CH:13]=2)[N:3]=1.[CH2:18]1[O:27][C:26]2[CH:25]=[CH:24][C:22]([NH2:23])=[CH:21][C:20]=2[O:19]1, predict the reaction product. The product is: [CH2:18]1[O:27][C:26]2[CH:25]=[CH:24][C:22]([NH:23][C:2]3[CH:7]=[C:6]([C:8]([F:11])([F:10])[F:9])[N:5]=[C:4]([C:12]4[CH:17]=[CH:16][CH:15]=[CH:14][CH:13]=4)[N:3]=3)=[CH:21][C:20]=2[O:19]1. (5) Given the reactants [Cl:1][C:2]1[CH:22]=[C:21]([CH3:23])[CH:20]=[CH:19][C:3]=1[O:4][C:5]1[CH:12]=[CH:11][CH:10]=[C:9]([C:13]2[CH:18]=[CH:17][N:16]=[CH:15][N:14]=2)[C:6]=1[C:7]#[N:8].[Br:24]N1C(=O)CCC1=O.C(OOC(=O)C1C=CC=CC=1)(=O)C1C=CC=CC=1, predict the reaction product. The product is: [Br:24][CH2:23][C:21]1[CH:20]=[CH:19][C:3]([O:4][C:5]2[CH:12]=[CH:11][CH:10]=[C:9]([C:13]3[CH:18]=[CH:17][N:16]=[CH:15][N:14]=3)[C:6]=2[C:7]#[N:8])=[C:2]([Cl:1])[CH:22]=1. (6) Given the reactants [O:1]1[C:5]2[CH:6]=[CH:7][CH:8]=[CH:9][C:4]=2[NH:3][C:2]1=[O:10].[Cl:11][CH:12]([CH3:16])[C:13](O)=[O:14], predict the reaction product. The product is: [Cl:11][CH:12]([CH3:16])[C:13]([C:7]1[CH:8]=[CH:9][C:4]2[NH:3][C:2](=[O:10])[O:1][C:5]=2[CH:6]=1)=[O:14]. (7) The product is: [NH2:10][C:7]1[CH:8]=[CH:9][C:2]([F:1])=[C:3]([CH2:4][OH:5])[CH:6]=1. Given the reactants [F:1][C:2]1[CH:9]=[CH:8][C:7]([N+:10]([O-])=O)=[CH:6][C:3]=1[CH:4]=[O:5].[BH4-].[Na+], predict the reaction product. (8) Given the reactants [CH2:1]([S:8][CH:9](/[CH:34]=[N:35]/O)[CH2:10][NH:11][C:12]([C:14]1[NH:15][C:16]2[C:21]([CH:22]=1)=[CH:20][C:19]([CH3:23])=[CH:18][C:17]=2[N:24]([CH3:33])[S:25]([C:28]1[S:29][CH:30]=[CH:31][CH:32]=1)(=[O:27])=[O:26])=[O:13])[C:2]1[CH:7]=[CH:6][CH:5]=[CH:4][CH:3]=1.N1C(Cl)=NC(Cl)=NC=1Cl.Cl, predict the reaction product. The product is: [CH2:1]([S:8][CH:9]([C:34]#[N:35])[CH2:10][NH:11][C:12]([C:14]1[NH:15][C:16]2[C:21]([CH:22]=1)=[CH:20][C:19]([CH3:23])=[CH:18][C:17]=2[N:24]([CH3:33])[S:25]([C:28]1[S:29][CH:30]=[CH:31][CH:32]=1)(=[O:27])=[O:26])=[O:13])[C:2]1[CH:3]=[CH:4][CH:5]=[CH:6][CH:7]=1. (9) Given the reactants [CH3:1][O:2][C:3]1[CH:4]=[C:5]([C:20](O)([CH3:22])[CH3:21])[C:6]2[O:10][C:9]([C:11]3[CH:16]=[CH:15][C:14]([O:17][CH3:18])=[CH:13][CH:12]=3)=[CH:8][C:7]=2[CH:19]=1, predict the reaction product. The product is: [C:20]([C:5]1[C:6]2[O:10][C:9]([C:11]3[CH:16]=[CH:15][C:14]([O:17][CH3:18])=[CH:13][CH:12]=3)=[CH:8][C:7]=2[CH:19]=[C:3]([O:2][CH3:1])[CH:4]=1)([CH3:22])=[CH2:21]. (10) Given the reactants Cl[C:2]1[CH:21]=[C:20]([NH:22][CH:23]([CH3:25])[CH3:24])[C:5]([C:6]([NH:8][CH2:9][CH2:10][C@H:11]([NH:13][C:14]([NH:16][CH:17]([CH3:19])[CH3:18])=[O:15])[CH3:12])=[O:7])=[CH:4][N:3]=1.[NH2:26][C:27]1[C:34]([F:35])=[CH:33][C:30]([C:31]#[N:32])=[CH:29][N:28]=1.CC1(C)C2C(=C(P(C3C=CC=CC=3)C3C=CC=CC=3)C=CC=2)OC2C(P(C3C=CC=CC=3)C3C=CC=CC=3)=CC=CC1=2.C([O-])([O-])=O.[Cs+].[Cs+], predict the reaction product. The product is: [C:31]([C:30]1[CH:33]=[C:34]([F:35])[C:27]([NH:26][C:2]2[CH:21]=[C:20]([NH:22][CH:23]([CH3:25])[CH3:24])[C:5]([C:6]([NH:8][CH2:9][CH2:10][C@H:11]([NH:13][C:14]([NH:16][CH:17]([CH3:19])[CH3:18])=[O:15])[CH3:12])=[O:7])=[CH:4][N:3]=2)=[N:28][CH:29]=1)#[N:32].